The task is: Regression. Given two drug SMILES strings and cell line genomic features, predict the synergy score measuring deviation from expected non-interaction effect.. This data is from NCI-60 drug combinations with 297,098 pairs across 59 cell lines. (1) Drug 2: CC1C(C(CC(O1)OC2CC(OC(C2O)C)OC3=CC4=CC5=C(C(=O)C(C(C5)C(C(=O)C(C(C)O)O)OC)OC6CC(C(C(O6)C)O)OC7CC(C(C(O7)C)O)OC8CC(C(C(O8)C)O)(C)O)C(=C4C(=C3C)O)O)O)O. Cell line: HS 578T. Synergy scores: CSS=8.17, Synergy_ZIP=0.377, Synergy_Bliss=0.0241, Synergy_Loewe=-42.3, Synergy_HSA=-1.76. Drug 1: C1=NC2=C(N=C(N=C2N1C3C(C(C(O3)CO)O)O)F)N. (2) Drug 1: CC1=C(C(=CC=C1)Cl)NC(=O)C2=CN=C(S2)NC3=CC(=NC(=N3)C)N4CCN(CC4)CCO. Drug 2: C1CN(P(=O)(OC1)NCCCl)CCCl. Cell line: ACHN. Synergy scores: CSS=21.9, Synergy_ZIP=-2.68, Synergy_Bliss=3.88, Synergy_Loewe=-13.1, Synergy_HSA=0.823.